From a dataset of Reaction yield outcomes from USPTO patents with 853,638 reactions. Predict the reaction yield, written as a fraction of the theoretical maximum amount of product (1.0 means a 100% yield; for example, 0.34 means a 34% yield). (1) The reactants are [CH2:1]([O:3][C:4](=[O:28])[CH2:5][N:6]1[C:14]2[CH2:13][CH2:12][CH2:11][CH:10]([NH:15][S:16]([C:19]3[CH:24]=[CH:23][CH:22]=[C:21]([N+:25]([O-])=O)[CH:20]=3)(=[O:18])=[O:17])[C:9]=2[CH:8]=[N:7]1)[CH3:2]. The catalyst is C(O)(=O)C.C(O)C.ClCCl.[Zn]. The product is [CH2:1]([O:3][C:4](=[O:28])[CH2:5][N:6]1[C:14]2[CH2:13][CH2:12][CH2:11][CH:10]([NH:15][S:16]([C:19]3[CH:24]=[CH:23][CH:22]=[C:21]([NH2:25])[CH:20]=3)(=[O:18])=[O:17])[C:9]=2[CH:8]=[N:7]1)[CH3:2]. The yield is 0.830. (2) The reactants are [NH:1]1[CH2:6][CH2:5][O:4][CH2:3][CH2:2]1.F[C:8]1[CH:18]=[CH:17][C:11]([C:12]([O:14][CH2:15][CH3:16])=[O:13])=[CH:10][CH:9]=1.FC1C=CC(C([O-])=O)=CC=1. The catalyst is O. The product is [CH2:15]([O:14][C:12](=[O:13])[C:11]1[CH:17]=[CH:18][C:8]([N:1]2[CH2:6][CH2:5][O:4][CH2:3][CH2:2]2)=[CH:9][CH:10]=1)[CH3:16]. The yield is 0.890.